This data is from Catalyst prediction with 721,799 reactions and 888 catalyst types from USPTO. The task is: Predict which catalyst facilitates the given reaction. (1) Product: [Cl:2][C:3]1[CH:8]=[CH:7][C:6]([C:9]2([C:18]3[CH:23]=[CH:22][C:21]([Cl:24])=[CH:20][CH:19]=3)[CH2:15][CH2:16][NH:17][C:10]2=[O:11])=[CH:5][CH:4]=1. Reactant: O.[Cl:2][C:3]1[CH:8]=[CH:7][C:6]([C:9]([C:18]2[CH:23]=[CH:22][C:21]([Cl:24])=[CH:20][CH:19]=2)([CH2:15][C:16]#[N:17])[C:10](OCC)=[O:11])=[CH:5][CH:4]=1.N.CO. The catalyst class is: 227. (2) Reactant: [Br:1][C:2]1[CH:7]=[CH:6][CH:5]=[C:4]([CH3:8])[N:3]=1.[OH-:9].[K+]. Product: [Br:1][C:2]1[CH:7]=[CH:6][CH:5]=[C:4]([CH3:8])[N+:3]=1[O-:9]. The catalyst class is: 15. (3) Reactant: I[C:2]1[C:10]2[C:5](=[N:6][CH:7]=[N:8][C:9]=2[NH2:11])[NH:4][N:3]=1.[O:12]1[C:16]2[CH:17]=[CH:18][C:19](B(O)O)=[CH:20][C:15]=2[CH2:14][CH2:13]1.C(=O)([O-])[O-].[Na+].[Na+]. Product: [O:12]1[C:16]2[CH:17]=[CH:18][C:19]([C:2]3[C:10]4[C:5](=[N:6][CH:7]=[N:8][C:9]=4[NH2:11])[NH:4][N:3]=3)=[CH:20][C:15]=2[CH2:14][CH2:13]1. The catalyst class is: 615. (4) Reactant: CN(C(ON1N=NC2C=CC=CC1=2)=[N+](C)C)C.[B-](F)(F)(F)F.CCN(C(C)C)C(C)C.[Cl:32][C:33]1[CH:38]=[CH:37][C:36]([C:39]2[CH:44]=[CH:43][C:42]([C:45]([OH:47])=O)=[CH:41][CH:40]=2)=[CH:35][CH:34]=1.[N:48]1([CH2:53][C:54]2[CH:59]=[CH:58][C:57]([CH2:60][CH2:61][NH2:62])=[CH:56][CH:55]=2)[CH2:52][CH2:51][CH2:50][CH2:49]1.C([O-])(O)=O.[Na+]. Product: [N:48]1([CH2:53][C:54]2[CH:59]=[CH:58][C:57]([CH2:60][CH2:61][NH:62][C:45]([C:42]3[CH:41]=[CH:40][C:39]([C:36]4[CH:35]=[CH:34][C:33]([Cl:32])=[CH:38][CH:37]=4)=[CH:44][CH:43]=3)=[O:47])=[CH:56][CH:55]=2)[CH2:52][CH2:51][CH2:50][CH2:49]1. The catalyst class is: 1.